Dataset: Full USPTO retrosynthesis dataset with 1.9M reactions from patents (1976-2016). Task: Predict the reactants needed to synthesize the given product. (1) Given the product [CH2:4]([C:3]1[CH:8]=[CH:7][C:6]([CH:9]2[CH2:14][N:13]([C:15]([N:17]3[CH2:18][CH2:19][CH2:20][CH2:21]3)=[O:16])[CH2:12][CH:11]([C:22]([NH:25][C:26]3[CH:31]=[CH:30][CH:29]=[CH:28][CH:27]=3)=[O:23])[CH2:10]2)=[CH:2][CH:1]=1)[CH3:5], predict the reactants needed to synthesize it. The reactants are: [CH2:1]([C:3]1[CH:8]=[CH:7][C:6]([CH:9]2[CH2:14][N:13]([C:15]([N:17]3[CH2:21][CH2:20][CH2:19][CH2:18]3)=[O:16])[CH2:12][CH:11]([C:22](O)=[O:23])[CH2:10]2)=[CH:5][CH:4]=1)[CH3:2].[NH2:25][C:26]1[CH:31]=[CH:30][CH:29]=[CH:28][CH:27]=1. (2) Given the product [CH2:20]([O:22][C:23]([C:25]1([NH:34][C:11]([C:1]2[C:10]3[CH2:9][CH2:8][CH2:7][CH2:6][C:5]=3[CH:4]=[CH:3][CH:2]=2)=[O:13])[CH2:33][C:32]2[C:27](=[CH:28][CH:29]=[CH:30][CH:31]=2)[CH2:26]1)=[O:24])[CH3:21], predict the reactants needed to synthesize it. The reactants are: [C:1]1([C:11]([OH:13])=O)[C:10]2[CH2:9][CH2:8][CH2:7][CH2:6][C:5]=2[CH:4]=[CH:3][CH:2]=1.C(Cl)(=O)C(Cl)=O.[CH2:20]([O:22][C:23]([C:25]1([NH2:34])[CH2:33][C:32]2[C:27](=[CH:28][CH:29]=[CH:30][CH:31]=2)[CH2:26]1)=[O:24])[CH3:21].CCN(C(C)C)C(C)C. (3) Given the product [F:1][C:2]1[CH:3]=[C:4]([S:8]([C:11]2([CH:16]3[CH2:21][CH2:20][N:19]([C:22]([O:24][C:25]([CH3:28])([CH3:27])[CH3:26])=[O:23])[CH2:18][CH2:17]3)[CH2:14][C:13](=[O:15])[CH2:12]2)(=[O:10])=[O:9])[CH:5]=[CH:6][CH:7]=1, predict the reactants needed to synthesize it. The reactants are: [F:1][C:2]1[CH:3]=[C:4]([S:8]([C:11]2([CH:16]3[CH2:21][CH2:20][N:19]([C:22]([O:24][C:25]([CH3:28])([CH3:27])[CH3:26])=[O:23])[CH2:18][CH2:17]3)[CH2:14][CH:13]([OH:15])[CH2:12]2)(=[O:10])=[O:9])[CH:5]=[CH:6][CH:7]=1. (4) The reactants are: [C:1]1([CH3:11])[CH:6]=[CH:5][C:4]([S:7](Cl)(=[O:9])=[O:8])=[CH:3][CH:2]=1.[OH:12][CH2:13][CH2:14][N:15]1[CH2:19][CH2:18][CH2:17][C:16]1=[O:20].N1C=CC=CC=1. Given the product [CH3:11][C:1]1[CH:6]=[CH:5][C:4]([S:7]([O:12][CH2:13][CH2:14][N:15]2[CH2:19][CH2:18][CH2:17][C:16]2=[O:20])(=[O:9])=[O:8])=[CH:3][CH:2]=1, predict the reactants needed to synthesize it. (5) The reactants are: [Br:1][C:2]1[CH:7]=[CH:6][C:5]([C:8]23[CH:13]([CH2:14][OH:15])[CH:12]2[CH2:11][N:10]([C:16]([O:18][C:19]([CH3:22])([CH3:21])[CH3:20])=[O:17])[CH2:9]3)=[CH:4][CH:3]=1.BrC1C=CC(C23C(COC)C2CN(C(OC(C)(C)C)=O)C3)=CC=1.[Cl:46][C:47]1[CH:48]=[C:49](O)[CH:50]=[CH:51][C:52]=1[Cl:53].C1(P(C2C=CC=CC=2)C2C=CC=CC=2)C=CC=CC=1.N(C(OCC)=O)=NC(OCC)=O. Given the product [Cl:46][C:47]1[CH:48]=[C:49]([CH:50]=[CH:51][C:52]=1[Cl:53])[O:15][CH2:14][CH:13]1[C:8]2([C:5]3[CH:4]=[CH:3][C:2]([Br:1])=[CH:7][CH:6]=3)[CH:12]1[CH2:11][N:10]([C:16]([O:18][C:19]([CH3:22])([CH3:21])[CH3:20])=[O:17])[CH2:9]2, predict the reactants needed to synthesize it. (6) Given the product [Cl:1][C:2]1[N:3]=[CH:4][CH:5]=[C:6]([Cl:8])[C:7]=1[CH:19]=[O:20], predict the reactants needed to synthesize it. The reactants are: [Cl:1][C:2]1[CH:7]=[C:6]([Cl:8])[CH:5]=[CH:4][N:3]=1.[Li+].CC([N-]C(C)C)C.C1C[O:20][CH2:19]C1.CCCCCCC.C(C1C=CC=CC=1)C.CN(C=O)C.